This data is from Forward reaction prediction with 1.9M reactions from USPTO patents (1976-2016). The task is: Predict the product of the given reaction. (1) Given the reactants [Br:1][C:2]1[C:3](F)=[C:4]([N+:9]([O-])=O)[CH:5]=[CH:6][C:7]=1[F:8].[S-2:13].[Na+].[Na+].Cl.[N:17]([O-])=O.[Na+].C(=O)([O-])[O-].[K+].[K+], predict the reaction product. The product is: [Br:1][C:2]1[C:3]2[S:13][N:17]=[N:9][C:4]=2[CH:5]=[CH:6][C:7]=1[F:8]. (2) Given the reactants [CH3:1][O:2][C:3]1[CH:8]=[CH:7][N:6]=[C:5]2[CH:9]=[CH:10][NH:11][C:4]=12.[Cl:12][CH2:13][CH2:14][C@H:15]([C:17]1[CH:22]=[CH:21][CH:20]=[CH:19][CH:18]=1)O, predict the reaction product. The product is: [Cl:12][CH2:13][CH2:14][C@H:15]([N:11]1[C:4]2[C:5](=[N:6][CH:7]=[CH:8][C:3]=2[O:2][CH3:1])[CH:9]=[CH:10]1)[C:17]1[CH:22]=[CH:21][CH:20]=[CH:19][CH:18]=1.